This data is from Reaction yield outcomes from USPTO patents with 853,638 reactions. The task is: Predict the reaction yield, written as a fraction of the theoretical maximum amount of product (1.0 means a 100% yield; for example, 0.34 means a 34% yield). (1) The reactants are [N-:1]([S:12]([C:15]([C:18]([F:21])([F:20])[F:19])([F:17])[F:16])(=[O:14])=[O:13])[S:2]([C:5]([C:8]([F:11])([F:10])[F:9])([F:7])[F:6])(=[O:4])=[O:3].[Br-].[O:23]=[C:24]1[CH2:28][CH2:27][CH2:26][S+:25]1[CH2:29][CH2:30][C:31]1[CH:36]=[CH:35][CH:34]=[CH:33][CH:32]=1. The catalyst is C(OCC)C. The product is [N-:1]([S:2]([C:5]([C:8]([F:11])([F:9])[F:10])([F:6])[F:7])(=[O:3])=[O:4])[S:12]([C:15]([C:18]([F:21])([F:20])[F:19])([F:17])[F:16])(=[O:14])=[O:13].[O:23]=[C:24]1[CH2:28][CH2:27][CH2:26][S+:25]1[CH2:29][CH2:30][C:31]1[CH:36]=[CH:35][CH:34]=[CH:33][CH:32]=1. The yield is 0.660. (2) The reactants are [O:1]=[C:2]1[C:7]2[CH:8]=[CH:9][CH:10]=[CH:11][C:6]=2[S:5][C:4]([C:12]2[N:17]=[C:16]([CH2:18][CH2:19][C:20]([O:22]C(C)(C)C)=[O:21])[CH:15]=[C:14]([S:27]([CH3:30])(=[O:29])=[O:28])[CH:13]=2)=[N:3]1. The catalyst is FC(F)(F)C(O)=O. The product is [O:1]=[C:2]1[C:7]2[CH:8]=[CH:9][CH:10]=[CH:11][C:6]=2[S:5][C:4]([C:12]2[N:17]=[C:16]([CH2:18][CH2:19][C:20]([OH:22])=[O:21])[CH:15]=[C:14]([S:27]([CH3:30])(=[O:29])=[O:28])[CH:13]=2)=[N:3]1. The yield is 0.850. (3) The reactants are [Br:1][C:2]1[CH:8]=[CH:7][C:5]([NH2:6])=[CH:4][C:3]=1[C:9]([F:12])([F:11])[F:10].[ClH:13]. The product is [ClH:13].[Br:1][C:2]1[CH:8]=[CH:7][C:5]([NH2:6])=[CH:4][C:3]=1[C:9]([F:10])([F:11])[F:12]. The catalyst is CCOCC. The yield is 0.980. (4) The reactants are [OH-:1].[Na+].[CH3:3][C:4]1[C:12]2[C:7](=[N:8][CH:9]=[CH:10][CH:11]=2)[NH:6][N:5]=1.[O-][Mn](=O)(=O)=O.[K+].C[OH:20]. The catalyst is O.C(Cl)Cl. The product is [NH:6]1[C:7]2=[N:8][CH:9]=[CH:10][CH:11]=[C:12]2[C:4]([C:3]([OH:20])=[O:1])=[N:5]1. The yield is 0.810. (5) The reactants are C(OC(=O)[NH:7][CH2:8][CH2:9][C:10]1[CH:15]=[CH:14][C:13]([O:16][C:17]2[C:22]([C:23](=[O:25])[NH2:24])=[CH:21][CH:20]=[CH:19][N:18]=2)=[CH:12][CH:11]=1)(C)(C)C.C(O)(C(F)(F)F)=O. The catalyst is ClCCl. The product is [NH2:7][CH2:8][CH2:9][C:10]1[CH:11]=[CH:12][C:13]([O:16][C:17]2[N:18]=[CH:19][CH:20]=[CH:21][C:22]=2[C:23]([NH2:24])=[O:25])=[CH:14][CH:15]=1. The yield is 1.00. (6) The reactants are [CH3:1][S:2]([C:5]1[S:6][C:7]([C:10](=O)[CH2:11][CH3:12])=[CH:8][N:9]=1)(=[O:4])=[O:3].[CH3:14][C:15]([S@:18]([NH2:20])=[O:19])([CH3:17])[CH3:16]. The catalyst is O1CCCC1.C(OCC)C.O.CC(C)[O-].[Ti+4].CC(C)[O-].CC(C)[O-].CC(C)[O-]. The product is [CH3:1][S:2]([C:5]1[S:6][C:7](/[C:10](=[N:20]\[S:18]([C:15]([CH3:17])([CH3:16])[CH3:14])=[O:19])/[CH2:11][CH3:12])=[CH:8][N:9]=1)(=[O:4])=[O:3]. The yield is 0.580. (7) The reactants are [C:1]([O:5][C:6]([N:8]1[CH2:12][C:11](=[O:13])[CH2:10][C@H:9]1[C:14]([OH:16])=O)=[O:7])([CH3:4])([CH3:3])[CH3:2].[Br:17][C:18]1[CH:19]=[C:20]([CH2:25][NH2:26])[CH:21]=[C:22]([F:24])[CH:23]=1.CN(C(ON1N=NC2C=CC=NC1=2)=[N+](C)C)C.F[P-](F)(F)(F)(F)F.C(N(CC)C(C)C)(C)C. The catalyst is ClCCl. The product is [Br:17][C:18]1[CH:19]=[C:20]([CH:21]=[C:22]([F:24])[CH:23]=1)[CH2:25][NH:26][C:14]([C@@H:9]1[CH2:10][C:11](=[O:13])[CH2:12][N:8]1[C:6]([O:5][C:1]([CH3:2])([CH3:3])[CH3:4])=[O:7])=[O:16]. The yield is 0.900.